Dataset: PAMPA (Parallel Artificial Membrane Permeability Assay) permeability data from NCATS. Task: Regression/Classification. Given a drug SMILES string, predict its absorption, distribution, metabolism, or excretion properties. Task type varies by dataset: regression for continuous measurements (e.g., permeability, clearance, half-life) or binary classification for categorical outcomes (e.g., BBB penetration, CYP inhibition). Dataset: pampa_ncats. (1) The compound is C1CC2=C(C(N=C(N2)NC3=NC4=C(O3)C=C(C=C4)F)C5=C(C=NN5)Cl)C(=O)C1. The result is 1 (high permeability). (2) The compound is CC(C)C1=CC2=C(C=C1)OC3=NC(=C(C=C3C2=O)C(=O)O)N. The result is 0 (low-to-moderate permeability). (3) The molecule is CN1C(=O)C(=CN=C1NC2=CC=C(C=C2)F)C3=CC(=C(C=C3)OC4=C5C=C(C(=CC5=NC=C4)OCCCN6CCOCC6)OC)F. The result is 1 (high permeability).